This data is from Forward reaction prediction with 1.9M reactions from USPTO patents (1976-2016). The task is: Predict the product of the given reaction. (1) Given the reactants Cl.[CH3:2][O:3][CH2:4][CH2:5][O:6][C:7]1[CH:12]=[CH:11][C:10](/[CH:13]=[CH:14]/[C:15]([NH:17][S:18]([CH2:21][CH2:22][CH2:23][CH2:24][CH3:25])(=[O:20])=[O:19])=[O:16])=[C:9]([O:26][CH:27]2[CH2:32][CH2:31][NH:30][CH2:29][CH2:28]2)[CH:8]=1.[C:33](OC(=O)C)(=[O:35])[CH3:34], predict the reaction product. The product is: [C:33]([N:30]1[CH2:29][CH2:28][CH:27]([O:26][C:9]2[CH:8]=[C:7]([O:6][CH2:5][CH2:4][O:3][CH3:2])[CH:12]=[CH:11][C:10]=2/[CH:13]=[CH:14]/[C:15]([NH:17][S:18]([CH2:21][CH2:22][CH2:23][CH2:24][CH3:25])(=[O:19])=[O:20])=[O:16])[CH2:32][CH2:31]1)(=[O:35])[CH3:34]. (2) Given the reactants C[C@@H]([NH3+])C1C=CC=CC=1.[CH2:10]([C@H:14]([CH2:18][OH:19])[C:15]([O-:17])=[O:16])[CH2:11][CH2:12][CH3:13].C(OC(C)C)(=O)C, predict the reaction product. The product is: [CH2:10]([C@H:14]([CH2:18][OH:19])[C:15]([OH:17])=[O:16])[CH2:11][CH2:12][CH3:13]. (3) The product is: [CH3:1][C:2]1[C:6]([C:7]2[C:8]([O:21][CH3:22])=[CH:9][C:10]3[C:11]4[N:19]([CH:32]([C:33]5[CH:38]=[CH:37][CH:36]=[CH:35][CH:34]=5)[CH3:31])[C:18](=[O:20])[O:17][C:12]=4[CH:13]=[N:14][C:15]=3[CH:16]=2)=[C:5]([CH3:23])[O:4][N:3]=1. Given the reactants [CH3:1][C:2]1[C:6]([C:7]2[C:8]([O:21][CH3:22])=[CH:9][C:10]3[C:11]4[NH:19][C:18](=[O:20])[O:17][C:12]=4[CH:13]=[N:14][C:15]=3[CH:16]=2)=[C:5]([CH3:23])[O:4][N:3]=1.C(=O)([O-])[O-].[Cs+].[Cs+].Br[CH2:31][CH2:32][C:33]1[CH:38]=[CH:37][CH:36]=[CH:35][CH:34]=1, predict the reaction product. (4) Given the reactants [CH2:1]([O:3][CH2:4][C:5]1[N:6]([CH2:18][C:19]([CH3:22])([OH:21])[CH3:20])[C:7]2[C:16]3[CH:15]=[CH:14][CH:13]=[CH:12][C:11]=3[N:10]=[CH:9][C:8]=2[N:17]=1)[CH3:2].ClC1C=C(C=CC=1)C(OO)=[O:28], predict the reaction product. The product is: [CH2:1]([O:3][CH2:4][C:5]1[N:6]([CH2:18][C:19]([CH3:22])([OH:21])[CH3:20])[C:7]2[C:16]3[CH:15]=[CH:14][CH:13]=[CH:12][C:11]=3[N+:10]([O-:28])=[CH:9][C:8]=2[N:17]=1)[CH3:2].